Dataset: Catalyst prediction with 721,799 reactions and 888 catalyst types from USPTO. Task: Predict which catalyst facilitates the given reaction. (1) Reactant: [OH-].[Na+].C([SiH2][O:8][C:9](C)(C)[C:10]1[CH:11]=[C:12]([CH:20]=[CH:21][C:22]=1[Cl:23])[CH2:13][NH:14][C:15]([CH:17]1[CH2:19][CH2:18]1)=[O:16])(C)(C)C. Product: [Cl:23][C:22]1[CH:21]=[CH:20][C:12]([CH2:13][NH:14][C:15]([CH:17]2[CH2:18][CH2:19]2)=[O:16])=[CH:11][C:10]=1[CH2:9][OH:8]. The catalyst class is: 5. (2) Product: [CH3:9][C:4]1[N:3]=[C:2]([C:14]2[CH:13]=[N:12][N:11]([CH3:10])[CH:15]=2)[C:7]([OH:8])=[CH:6][CH:5]=1. Reactant: I[C:2]1[C:7]([OH:8])=[CH:6][CH:5]=[C:4]([CH3:9])[N:3]=1.[CH3:10][N:11]1[CH:15]=[C:14](B2OC(C)(C)C(C)(C)O2)[CH:13]=[N:12]1.C([O-])([O-])=O.[Cs+].[Cs+].O1CCOCC1. The catalyst class is: 103. (3) Reactant: [O:1]=[C:2]1[CH:6]=[CH:5][C:4](=[O:7])[N:3]1[C:8]1[CH:32]=[CH:31][C:11]([C:12]([NH:14][C@@H:15]([CH:28]([CH3:30])[CH3:29])[C:16]([NH:18][C@@H:19]([CH3:27])[C:20]([O:22]C(C)(C)C)=[O:21])=[O:17])=[O:13])=[CH:10][CH:9]=1.FC(F)(F)C(O)=O.C(OCC)(=O)C. Product: [O:7]=[C:4]1[CH:5]=[CH:6][C:2](=[O:1])[N:3]1[C:8]1[CH:32]=[CH:31][C:11]([C:12]([NH:14][C@@H:15]([CH:28]([CH3:29])[CH3:30])[C:16]([NH:18][C@H:19]([CH3:27])[C:20]([OH:22])=[O:21])=[O:17])=[O:13])=[CH:10][CH:9]=1. The catalyst class is: 665. (4) Reactant: [CH3:1][C:2]1[CH:3]=[C:4]([NH:16][C:17]2[C:27]3[CH:26]=[C:25]([CH2:28]O)[CH2:24][CH2:23][NH:22][C:21]=3[N:20]=[CH:19][N:18]=2)[CH:5]=[CH:6][C:7]=1[O:8][C:9]1[CH:10]=[N:11][C:12]([CH3:15])=[CH:13][CH:14]=1.C1(P([N:44]=[N+:45]=[N-:46])(C2C=CC=CC=2)=O)C=CC=CC=1.O. Product: [N:44]([CH2:28][C:25]1[CH2:24][CH2:23][NH:22][C:21]2[N:20]=[CH:19][N:18]=[C:17]([NH:16][C:4]3[CH:5]=[CH:6][C:7]([O:8][C:9]4[CH:10]=[N:11][C:12]([CH3:15])=[CH:13][CH:14]=4)=[C:2]([CH3:1])[CH:3]=3)[C:27]=2[CH:26]=1)=[N+:45]=[N-:46]. The catalyst class is: 7. (5) Reactant: Cl[CH2:2][CH2:3][CH2:4][C:5]([CH3:8])([OH:7])[CH3:6].C([O-])([O-])=O.[K+].[K+].[CH3:15][NH:16][CH3:17]. Product: [CH3:15][N:16]([CH3:17])[CH2:2][CH2:3][CH2:4][C:5]([CH3:8])([OH:7])[CH3:6]. The catalyst class is: 10. (6) Reactant: C([NH:5][S:6]([C:9]1[CH:14]=[CH:13][C:12]([C@H:15]([NH:17][C:18]2[N:19]=[C:20]([OH:35])[C:21]3[N:27]=[C:26]([C:28]4[CH:33]=[CH:32][C:31]([F:34])=[CH:30][CH:29]=4)[CH:25]=[CH:24][C:22]=3[N:23]=2)[CH3:16])=[CH:11][CH:10]=1)(=[O:8])=[O:7])(C)(C)C.C(O)(C(F)(F)F)=O.ClCCl.C([O-])(O)=O.[Na+]. Product: [F:34][C:31]1[CH:30]=[CH:29][C:28]([C:26]2[CH:25]=[CH:24][C:22]3[N:23]=[C:18]([NH:17][C@@H:15]([C:12]4[CH:13]=[CH:14][C:9]([S:6]([NH2:5])(=[O:7])=[O:8])=[CH:10][CH:11]=4)[CH3:16])[N:19]=[C:20]([OH:35])[C:21]=3[N:27]=2)=[CH:33][CH:32]=1. The catalyst class is: 25. (7) Reactant: [Br:1][C:2]1[CH:3]=[N:4][C:5]2[C:10]([CH:11]=1)=[CH:9][C:8]([O:12][CH:13]([S:22][CH3:23])[C:14]([NH:16][C:17]([CH3:21])([CH3:20])[CH:18]=O)=[O:15])=[CH:7][CH:6]=2.N1C=CC=CC=1.Cl.[CH2:31]([O:35][NH2:36])[CH2:32][CH2:33][CH3:34].C([O-])(O)=O.[Na+]. Product: [Br:1][C:2]1[CH:3]=[N:4][C:5]2[C:10]([CH:11]=1)=[CH:9][C:8]([O:12][CH:13]([S:22][CH3:23])[C:14]([NH:16][C:17]([CH3:21])([CH3:20])[CH:18]=[N:36][O:35][CH2:31][CH2:32][CH2:33][CH3:34])=[O:15])=[CH:7][CH:6]=2. The catalyst class is: 125.